From a dataset of Reaction yield outcomes from USPTO patents with 853,638 reactions. Predict the reaction yield, written as a fraction of the theoretical maximum amount of product (1.0 means a 100% yield; for example, 0.34 means a 34% yield). (1) The reactants are [N+:18]([C:14]1[CH:13]=[C:12]([S:11][S:11][C:12]2[CH:17]=[CH:16][CH:15]=[C:14]([N+:18]([O-:20])=[O:19])[CH:13]=2)[CH:17]=[CH:16][CH:15]=1)([O-:20])=[O:19].[C:21]([Si:25]([CH3:46])([CH3:45])[O:26][C:27]([C:30]1[NH:31][C:32]2[C:37]([CH:38]=1)=[CH:36][C:35]([C:39]#[N:40])=[C:34]([C:41]([F:44])([F:43])[F:42])[CH:33]=2)([CH3:29])[CH3:28])([CH3:24])([CH3:23])[CH3:22]. No catalyst specified. The product is [C:21]([Si:25]([CH3:46])([CH3:45])[O:26][C:27]([C:30]1[NH:31][C:32]2[C:37]([C:38]=1[S:11][C:12]1[CH:17]=[CH:16][CH:15]=[C:14]([N+:18]([O-:20])=[O:19])[CH:13]=1)=[CH:36][C:35]([C:39]#[N:40])=[C:34]([C:41]([F:43])([F:44])[F:42])[CH:33]=2)([CH3:29])[CH3:28])([CH3:24])([CH3:22])[CH3:23]. The yield is 0.630. (2) The yield is 0.0850. The reactants are [Br:1][C:2]1[CH:3]=[C:4]([S:8][CH:9]2[C:15](=O)[CH2:14][CH2:13][N:12]([C:17]([O:19][C:20]([CH3:23])([CH3:22])[CH3:21])=[O:18])[CH2:11][CH2:10]2)[CH:5]=[CH:6][CH:7]=1.[OH-].[Na+].CC(OC(OC(OC(C)(C)C)=O)=O)(C)C. The product is [Br:1][C:2]1[CH:7]=[CH:6][C:5]2[C:15]3[CH2:14][CH2:13][N:12]([C:17]([O:19][C:20]([CH3:23])([CH3:22])[CH3:21])=[O:18])[CH2:11][CH2:10][C:9]=3[S:8][C:4]=2[CH:3]=1. The catalyst is P(=O)(O)(O)O.C1COCC1.C(Cl)Cl. (3) The product is [O:1]1[CH:5]=[CH:4][CH:3]=[C:2]1[C:6]1[O:7][C:8]([CH3:37])=[C:9]([CH2:11][O:12][C:13]2[CH:34]=[CH:33][C:16]([CH2:17][O:18][C:19]3[C:23](/[CH:24]=[CH:38]/[P:39](=[O:46])([O:43][CH2:44][CH3:45])[O:40][CH2:41][CH3:42])=[CH:22][N:21]([CH2:26][C:27]4[CH:28]=[N:29][CH:30]=[CH:31][CH:32]=4)[N:20]=3)=[CH:15][C:14]=2[O:35][CH3:36])[N:10]=1. The yield is 0.860. The reactants are [O:1]1[CH:5]=[CH:4][CH:3]=[C:2]1[C:6]1[O:7][C:8]([CH3:37])=[C:9]([CH2:11][O:12][C:13]2[CH:34]=[CH:33][C:16]([CH2:17][O:18][C:19]3[C:23]([CH:24]=O)=[CH:22][N:21]([CH2:26][C:27]4[CH:28]=[N:29][CH:30]=[CH:31][CH:32]=4)[N:20]=3)=[CH:15][C:14]=2[O:35][CH3:36])[N:10]=1.[CH2:38](P(=O)(OCC)OCC)[P:39](=[O:46])([O:43][CH2:44][CH3:45])[O:40][CH2:41][CH3:42].CN(C)C=O.[H-].[Na+]. The catalyst is O.